Task: Regression. Given a peptide amino acid sequence and an MHC pseudo amino acid sequence, predict their binding affinity value. This is MHC class II binding data.. Dataset: Peptide-MHC class II binding affinity with 134,281 pairs from IEDB (1) The peptide sequence is SGFLGPLLVLQAGFF. The binding affinity (normalized) is 0.683. The MHC is HLA-DQA10102-DQB10602 with pseudo-sequence HLA-DQA10102-DQB10602. (2) The binding affinity (normalized) is 0.259. The peptide sequence is GDLYIFESRAICKYA. The MHC is HLA-DPA10201-DPB10101 with pseudo-sequence HLA-DPA10201-DPB10101.